This data is from Forward reaction prediction with 1.9M reactions from USPTO patents (1976-2016). The task is: Predict the product of the given reaction. (1) Given the reactants [Br:1][C:2]1[CH:7]=[CH:6][C:5]([O:8][CH3:9])=[C:4](I)[CH:3]=1.[CH2:11]([S:13]([C:16]1[CH:21]=[CH:20][C:19](B2OC(C)(C)C(C)(C)O2)=[C:18]([O:31][CH3:32])[CH:17]=1)(=[O:15])=[O:14])[CH3:12].C(=O)([O-])[O-].[Cs+].[Cs+], predict the reaction product. The product is: [Br:1][C:2]1[CH:7]=[CH:6][C:5]([O:8][CH3:9])=[C:4]([C:19]2[CH:20]=[CH:21][C:16]([S:13]([CH2:11][CH3:12])(=[O:15])=[O:14])=[CH:17][C:18]=2[O:31][CH3:32])[CH:3]=1. (2) Given the reactants C([C:8]([NH2:13])(O)[CH:9]([OH:11])[CH3:10])(OC(C)(C)C)=O.[OH:14][C:15]([CH:17]([C:19]1[CH:32]=[CH:31][CH:30]=[C:21]([C:22]([C:24]2[CH:29]=[CH:28][CH:27]=[CH:26][CH:25]=2)=[O:23])[CH:20]=1)[CH3:18])=[O:16].[ClH:33].C(OCC)(=O)C.CCCCCC, predict the reaction product. The product is: [NH2:13][CH2:8][CH:9]([OH:11])[CH2:10][OH:14].[ClH:33].[OH:16][C:15]([CH:17]([C:19]1[CH:32]=[CH:31][CH:30]=[C:21]([C:22]([C:24]2[CH:25]=[CH:26][CH:27]=[CH:28][CH:29]=2)=[O:23])[CH:20]=1)[CH3:18])=[O:14]. (3) Given the reactants [Cl:1][C:2]1[CH:10]=[C:9]([C:11]([NH:13][CH:14]([C:16]2[NH:20][C:19]3[CH:21]=[CH:22][C:23]([Cl:25])=[CH:24][C:18]=3[N:17]=2)[CH3:15])=[O:12])[CH:8]=[CH:7][C:3]=1[C:4]([OH:6])=O.[CH2:26]([N:30]([CH2:33][CH:34]1[CH2:39][CH2:38][CH2:37][CH2:36][NH:35]1)[CH2:31][CH3:32])[CH2:27][CH2:28][CH3:29].C(N(C(C)C)CC)(C)C.ClCl, predict the reaction product. The product is: [CH2:26]([N:30]([CH2:33][CH:34]1[CH2:39][CH2:38][CH2:37][CH2:36][N:35]1[C:4]([C:3]1[CH:7]=[CH:8][C:9]([C:11]([NH:13][CH:14]([C:16]2[NH:20][C:19]3[CH:21]=[CH:22][C:23]([Cl:25])=[CH:24][C:18]=3[N:17]=2)[CH3:15])=[O:12])=[CH:10][C:2]=1[Cl:1])=[O:6])[CH2:31][CH3:32])[CH2:27][CH2:28][CH3:29]. (4) Given the reactants C([N:3]([CH2:6][CH3:7])[CH2:4]C)C.C1C=CC([O:14]P(OC2C=CC=CC=2)(N=[N+]=[N-])=O)=CC=1.C1(C)C=CC=CC=1.[Cl:34][C:35]1[CH:40]=[CH:39][C:38]([S:41]([CH:44]([C:51]2[CH:56]=[C:55]([F:57])[CH:54]=[CH:53][C:52]=2[F:58])[CH2:45]CCC(O)=O)(=[O:43])=[O:42])=[CH:37][CH:36]=1.[CH3:59][C:60]([OH:63])([CH3:62])[CH3:61], predict the reaction product. The product is: [Cl:34][C:35]1[CH:36]=[CH:37][C:38]([S:41]([CH:44]([C:51]2[CH:56]=[C:55]([F:57])[CH:54]=[CH:53][C:52]=2[F:58])[CH2:45][CH2:7][CH2:6][NH:3][C:4](=[O:14])[O:63][C:60]([CH3:62])([CH3:61])[CH3:59])(=[O:43])=[O:42])=[CH:39][CH:40]=1. (5) Given the reactants [NH2:1][C:2]1[CH:3]=[C:4]([CH:21]=[CH:22][C:23]=1[F:24])[O:5][C:6]1[CH:7]=[CH:8][C:9]2[N:10]([CH:12]=[C:13]([NH:15][C:16]([CH:18]3[CH2:20][CH2:19]3)=[O:17])[N:14]=2)[N:11]=1.[CH3:25][N:26]1[CH:30]=[CH:29][CH:28]=[C:27]1[C:31](Cl)=[O:32], predict the reaction product. The product is: [CH:18]1([C:16]([NH:15][C:13]2[N:14]=[C:9]3[CH:8]=[CH:7][C:6]([O:5][C:4]4[CH:21]=[CH:22][C:23]([F:24])=[C:2]([NH:1][C:31]([C:27]5[N:26]([CH3:25])[CH:30]=[CH:29][CH:28]=5)=[O:32])[CH:3]=4)=[N:11][N:10]3[CH:12]=2)=[O:17])[CH2:20][CH2:19]1. (6) Given the reactants Cl[C:2]1[CH:12]=[CH:11][C:5]([C:6]([O:8][CH2:9][CH3:10])=[O:7])=[CH:4][C:3]=1[N+:13]([O-:15])=[O:14].[Cl:16][C:17]1[CH:22]=[CH:21][C:20]([SH:23])=[CH:19][CH:18]=1.C(=O)([O-])[O-].[K+].[K+], predict the reaction product. The product is: [Cl:16][C:17]1[CH:22]=[CH:21][C:20]([S:23][C:2]2[CH:12]=[CH:11][C:5]([C:6]([O:8][CH2:9][CH3:10])=[O:7])=[CH:4][C:3]=2[N+:13]([O-:15])=[O:14])=[CH:19][CH:18]=1.